Dataset: Reaction yield outcomes from USPTO patents with 853,638 reactions. Task: Predict the reaction yield, written as a fraction of the theoretical maximum amount of product (1.0 means a 100% yield; for example, 0.34 means a 34% yield). (1) The reactants are [C:1]([C:3]1[CH:8]=[CH:7][CH:6]=[CH:5][C:4]=1[C:9]1[CH:14]=[CH:13][C:12]([CH2:15][C:16]2[C:17](=[O:41])[N:18]([C@H:28]3[CH2:33][CH2:32][C@H:31]([O:34][CH2:35]C(OCC)=O)[CH2:30][CH2:29]3)[C:19]3[N:20]([N:25]=[CH:26][CH:27]=3)[C:21]=2[CH2:22][CH2:23][CH3:24])=[C:11]([O:42][CH3:43])[CH:10]=1)#[N:2].[CH3:44][Mg]Br.C([O:50][CH2:51][CH3:52])(=O)C. The catalyst is O1CCCC1. The product is [OH:50][C:51]([CH3:52])([CH3:44])[CH2:35][O:34][C@H:31]1[CH2:32][CH2:33][C@H:28]([N:18]2[C:17](=[O:41])[C:16]([CH2:15][C:12]3[CH:13]=[CH:14][C:9]([C:4]4[C:3]([C:1]#[N:2])=[CH:8][CH:7]=[CH:6][CH:5]=4)=[CH:10][C:11]=3[O:42][CH3:43])=[C:21]([CH2:22][CH2:23][CH3:24])[N:20]3[N:25]=[CH:26][CH:27]=[C:19]23)[CH2:29][CH2:30]1. The yield is 0.870. (2) The reactants are [C:1](N1C=CC=CC1=O)(N1C=CC=CC1=O)=[S:2].[Cl:17][C:18]1[CH:19]=[C:20]2[C:25](=[CH:26][C:27]=1[O:28][CH3:29])[CH:24]=[N:23][C:22]([NH2:30])=[CH:21]2. The catalyst is ClCCl.C(OCC)(=O)C.CCCCCC. The product is [Cl:17][C:18]1[CH:19]=[C:20]2[C:25](=[CH:26][C:27]=1[O:28][CH3:29])[CH:24]=[N:23][C:22]([N:30]=[C:1]=[S:2])=[CH:21]2. The yield is 0.800.